From a dataset of NCI-60 drug combinations with 297,098 pairs across 59 cell lines. Regression. Given two drug SMILES strings and cell line genomic features, predict the synergy score measuring deviation from expected non-interaction effect. (1) Drug 1: COC1=C2C(=CC3=C1OC=C3)C=CC(=O)O2. Drug 2: C1CN(P(=O)(OC1)NCCCl)CCCl. Cell line: MDA-MB-231. Synergy scores: CSS=16.9, Synergy_ZIP=-2.28, Synergy_Bliss=3.65, Synergy_Loewe=-8.43, Synergy_HSA=3.93. (2) Drug 1: COC1=C(C=C2C(=C1)N=CN=C2NC3=CC(=C(C=C3)F)Cl)OCCCN4CCOCC4. Drug 2: CN(CC1=CN=C2C(=N1)C(=NC(=N2)N)N)C3=CC=C(C=C3)C(=O)NC(CCC(=O)O)C(=O)O. Cell line: NCIH23. Synergy scores: CSS=22.1, Synergy_ZIP=-5.44, Synergy_Bliss=1.06, Synergy_Loewe=2.84, Synergy_HSA=5.64. (3) Drug 1: CS(=O)(=O)C1=CC(=C(C=C1)C(=O)NC2=CC(=C(C=C2)Cl)C3=CC=CC=N3)Cl. Drug 2: CC(C)NC(=O)C1=CC=C(C=C1)CNNC.Cl. Cell line: HCT-15. Synergy scores: CSS=-4.73, Synergy_ZIP=-1.16, Synergy_Bliss=-3.26, Synergy_Loewe=-10.7, Synergy_HSA=-7.14. (4) Drug 1: CC1=C2C(C(=O)C3(C(CC4C(C3C(C(C2(C)C)(CC1OC(=O)C(C(C5=CC=CC=C5)NC(=O)C6=CC=CC=C6)O)O)OC(=O)C7=CC=CC=C7)(CO4)OC(=O)C)O)C)OC(=O)C. Drug 2: CCC1=C2N=C(C=C(N2N=C1)NCC3=C[N+](=CC=C3)[O-])N4CCCCC4CCO. Cell line: NCIH23. Synergy scores: CSS=71.1, Synergy_ZIP=-0.840, Synergy_Bliss=-1.98, Synergy_Loewe=-3.36, Synergy_HSA=0.723. (5) Drug 1: CC1CC2C3CCC4=CC(=O)C=CC4(C3(C(CC2(C1(C(=O)CO)O)C)O)F)C. Drug 2: CC1CCC2CC(C(=CC=CC=CC(CC(C(=O)C(C(C(=CC(C(=O)CC(OC(=O)C3CCCCN3C(=O)C(=O)C1(O2)O)C(C)CC4CCC(C(C4)OC)OP(=O)(C)C)C)C)O)OC)C)C)C)OC. Cell line: HCT116. Synergy scores: CSS=5.34, Synergy_ZIP=0.551, Synergy_Bliss=1.02, Synergy_Loewe=1.91, Synergy_HSA=1.43. (6) Drug 1: C1CC(CCC1OC2=C(C(=CC=C2)Cl)F)(CC3=NC(=CC=C3)NC4=NC=CS4)C(=O)O. Drug 2: B(C(CC(C)C)NC(=O)C(CC1=CC=CC=C1)NC(=O)C2=NC=CN=C2)(O)O. Cell line: T-47D. Synergy scores: CSS=45.9, Synergy_ZIP=-0.472, Synergy_Bliss=-1.99, Synergy_Loewe=-13.2, Synergy_HSA=-0.299.